Predict the reactants needed to synthesize the given product. From a dataset of Full USPTO retrosynthesis dataset with 1.9M reactions from patents (1976-2016). The reactants are: [N+:1]([C:4]1[CH:13]=[CH:12][CH:11]=[CH:10][C:5]=1[C:6]([NH:8][NH2:9])=[O:7])([O-:3])=[O:2].[C:14](OC(=O)C)(=[O:16])[CH3:15]. Given the product [C:14]([NH:9][NH:8][C:6](=[O:7])[C:5]1[CH:10]=[CH:11][CH:12]=[CH:13][C:4]=1[N+:1]([O-:3])=[O:2])(=[O:16])[CH3:15], predict the reactants needed to synthesize it.